From a dataset of Catalyst prediction with 721,799 reactions and 888 catalyst types from USPTO. Predict which catalyst facilitates the given reaction. (1) Reactant: [O:1]1[CH2:6][CH2:5][CH2:4][O:3][CH:2]1[C:7]1[CH:12]=[CH:11][C:10]([SH:13])=[CH:9][CH:8]=1.[H-].[Na+].Br[CH2:17][C:18]1[CH:23]=[CH:22][C:21]([CH:24]2[CH2:29][CH2:28][CH2:27][CH2:26][CH2:25]2)=[C:20]([C:30]([F:33])([F:32])[F:31])[CH:19]=1.[NH4+].[Cl-]. Product: [CH:24]1([C:21]2[CH:22]=[CH:23][C:18]([CH2:17][S:13][C:10]3[CH:11]=[CH:12][C:7]([CH:2]4[O:3][CH2:4][CH2:5][CH2:6][O:1]4)=[CH:8][CH:9]=3)=[CH:19][C:20]=2[C:30]([F:31])([F:32])[F:33])[CH2:25][CH2:26][CH2:27][CH2:28][CH2:29]1. The catalyst class is: 3. (2) Reactant: C1C=C(Cl)C=C(C(OO)=O)C=1.[Cl:12][C:13]1[CH:18]=[CH:17][CH:16]=[C:15]([Cl:19])[C:14]=1[N:20]1[CH:31]=[CH:30][C:23]2[N:24]=[C:25](SC)[N:26]=[CH:27][C:22]=2[C:21]1=[O:32].CCN(C(C)C)C(C)C.[O:42]1[CH2:47][CH2:46][N:45]([C:48]2[CH:54]=[CH:53][C:51]([NH2:52])=[CH:50][CH:49]=2)[CH2:44][CH2:43]1. Product: [Cl:12][C:13]1[CH:18]=[CH:17][CH:16]=[C:15]([Cl:19])[C:14]=1[N:20]1[CH:31]=[CH:30][C:23]2[N:24]=[C:25]([NH:52][C:51]3[CH:50]=[CH:49][C:48]([N:45]4[CH2:46][CH2:47][O:42][CH2:43][CH2:44]4)=[CH:54][CH:53]=3)[N:26]=[CH:27][C:22]=2[C:21]1=[O:32]. The catalyst class is: 390.